This data is from Forward reaction prediction with 1.9M reactions from USPTO patents (1976-2016). The task is: Predict the product of the given reaction. (1) Given the reactants Br[C:2]1[C:3](=[O:23])[N:4]([C:17]2[CH:22]=[CH:21][CH:20]=[CH:19][CH:18]=2)[C:5](=[O:16])[C:6]=1[C:7]1[C:15]2[C:10](=[CH:11][CH:12]=[CH:13][CH:14]=2)[NH:9][CH:8]=1.[CH:24]1[C:34]2=[C:35]3[C:30](=[CH:31][CH:32]=[CH:33]2)[CH2:29][CH2:28][CH2:27][N:26]3[CH:25]=1.C[Si](C)(C)[Si](C)(C)C.[Li], predict the reaction product. The product is: [C:24]1([C:2]2[C:3](=[O:23])[N:4]([C:17]3[CH:22]=[CH:21][CH:20]=[CH:19][CH:18]=3)[C:5](=[O:16])[C:6]=2[C:7]2[C:15]3[C:10](=[CH:11][CH:12]=[CH:13][CH:14]=3)[NH:9][CH:8]=2)[C:34]2=[C:35]3[C:30](=[CH:31][CH:32]=[CH:33]2)[CH2:29][CH2:28][CH2:27][N:26]3[CH:25]=1. (2) Given the reactants [CH3:1][O:2][C:3]1[CH:56]=[CH:55][C:6]([CH2:7][N:8]([CH2:46][C:47]2[CH:52]=[CH:51][C:50]([O:53][CH3:54])=[CH:49][CH:48]=2)[C:9]2[N:14]=[C:13]([CH3:15])[N:12]=[C:11]([C:16]3[CH:17]=[C:18]([CH2:32][N:33]4[CH2:38][CH2:37][N:36](C(OC(C)(C)C)=O)[CH2:35][CH2:34]4)[CH:19]=[N:20][C:21]=3[NH:22][C:23]3[CH:24]=[N:25][C:26]([O:30][CH3:31])=[C:27]([F:29])[CH:28]=3)[N:10]=2)=[CH:5][CH:4]=1.C(Cl)Cl.C(O)(C(F)(F)F)=O, predict the reaction product. The product is: [F:29][C:27]1[CH:28]=[C:23]([NH:22][C:21]2[C:16]([C:11]3[N:12]=[C:13]([CH3:15])[N:14]=[C:9]([N:8]([CH2:7][C:6]4[CH:55]=[CH:56][C:3]([O:2][CH3:1])=[CH:4][CH:5]=4)[CH2:46][C:47]4[CH:48]=[CH:49][C:50]([O:53][CH3:54])=[CH:51][CH:52]=4)[N:10]=3)=[CH:17][C:18]([CH2:32][N:33]3[CH2:38][CH2:37][NH:36][CH2:35][CH2:34]3)=[CH:19][N:20]=2)[CH:24]=[N:25][C:26]=1[O:30][CH3:31]. (3) Given the reactants Cl.[CH2:2]([C@@H:5]1[C@H:14]2[CH2:15][CH2:16][N:17]([C:18]([C@H:20]3[CH2:25][CH2:24][CH2:23][CH2:22][C@H:21]3[NH2:26])=[O:19])[C@H:13]2[C:12]2[CH:11]=[CH:10][CH:9]=[CH:8][C:7]=2[NH:6]1)[CH2:3][CH3:4].[CH3:27][C:28]1[NH:32][C:31]2[CH:33]=[CH:34][C:35]([C:37](O)=[O:38])=[CH:36][C:30]=2[N:29]=1.CCOC(OC(OCC)=O)=O.O, predict the reaction product. The product is: [CH3:27][C:28]1[NH:32][C:31]2[CH:33]=[CH:34][C:35]([C:37]([NH:26][C@@H:21]3[CH2:22][CH2:23][CH2:24][CH2:25][C@@H:20]3[C:18]([N:17]3[C@@H:13]4[C@@H:14]([C@H:5]([CH2:2][CH2:3][CH3:4])[NH:6][C:7]5[CH:8]=[CH:9][CH:10]=[CH:11][C:12]=54)[CH2:15][CH2:16]3)=[O:19])=[O:38])=[CH:36][C:30]=2[N:29]=1. (4) The product is: [C:40]([N:36]1[CH2:35][CH2:34][CH2:39][CH:38]([C:9]2[CH:8]=[CH:7][C:3]([C:4]([NH2:6])=[O:5])=[C:2]([O:25][C:22]3[CH:21]=[CH:20][C:19]([O:12][C:13]4[CH:18]=[CH:17][CH:16]=[CH:15][CH:14]=4)=[CH:24][CH:23]=3)[N:10]=2)[CH2:37]1)(=[O:42])[CH:48]=[CH2:51]. Given the reactants Cl[C:2]1[N:10]=[C:9](Cl)[CH:8]=[CH:7][C:3]=1[C:4]([NH2:6])=[O:5].[O:12]([C:19]1[CH:24]=[CH:23][C:22]([OH:25])=[CH:21][CH:20]=1)[C:13]1[CH:18]=[CH:17][CH:16]=[CH:15][CH:14]=1.CC1(C)C(C)(C)OB([C:34]2[CH2:35][N:36]([C:40]([O:42]C(C)(C)C)=O)[CH2:37][CH2:38][CH:39]=2)O1.[C:48]([C:51]1C=CC(C2CCN(C(OC(C)(C)C)=O)CC=2)=NC=1NC1C=CC(CCN2CCCC2)=CC=1)(=O)N, predict the reaction product.